From a dataset of Catalyst prediction with 721,799 reactions and 888 catalyst types from USPTO. Predict which catalyst facilitates the given reaction. (1) Reactant: N1C=CC=CC=1.[CH3:7][O:8][C:9]1[CH:17]=[CH:16][CH:15]=[CH:14][C:10]=1[CH2:11][CH2:12][NH2:13].[CH3:18][S:19](Cl)(=[O:21])=[O:20].O. Product: [CH3:7][O:8][C:9]1[CH:17]=[CH:16][CH:15]=[CH:14][C:10]=1[CH2:11][CH2:12][NH:13][S:19]([CH3:18])(=[O:21])=[O:20]. The catalyst class is: 2. (2) Reactant: [OH:1][C@@H:2]1[CH2:10][C@@H:5]2[O:6][C:7](=[O:9])[CH2:8][C@@H:4]2[CH:3]1[CH2:11][O:12][C:13]([C:26]1[CH:31]=[CH:30][CH:29]=[CH:28][CH:27]=1)([C:20]1[CH:25]=[CH:24][CH:23]=[CH:22][CH:21]=1)[C:14]1[CH:19]=[CH:18][CH:17]=[CH:16][CH:15]=1.CC1C=CN=C(N)C=1C.[C:41](Cl)(=[O:48])[C:42]1[CH:47]=[CH:46][CH:45]=[CH:44][CH:43]=1.C(=O)(O)[O-].[Na+]. Product: [C:41]([O:1][C@@H:2]1[CH2:10][C@@H:5]2[O:6][C:7](=[O:9])[CH2:8][C@@H:4]2[C@H:3]1[CH2:11][O:12][C:13]([C:26]1[CH:27]=[CH:28][CH:29]=[CH:30][CH:31]=1)([C:14]1[CH:19]=[CH:18][CH:17]=[CH:16][CH:15]=1)[C:20]1[CH:21]=[CH:22][CH:23]=[CH:24][CH:25]=1)(=[O:48])[C:42]1[CH:47]=[CH:46][CH:45]=[CH:44][CH:43]=1. The catalyst class is: 236.